From a dataset of NCI-60 drug combinations with 297,098 pairs across 59 cell lines. Regression. Given two drug SMILES strings and cell line genomic features, predict the synergy score measuring deviation from expected non-interaction effect. (1) Drug 1: CN(C)N=NC1=C(NC=N1)C(=O)N. Drug 2: C1=NC(=NC(=O)N1C2C(C(C(O2)CO)O)O)N. Cell line: NCI/ADR-RES. Synergy scores: CSS=1.33, Synergy_ZIP=-0.428, Synergy_Bliss=-0.491, Synergy_Loewe=-4.46, Synergy_HSA=-2.23. (2) Drug 1: CCC1=C2CN3C(=CC4=C(C3=O)COC(=O)C4(CC)O)C2=NC5=C1C=C(C=C5)O. Drug 2: CCN(CC)CCCC(C)NC1=C2C=C(C=CC2=NC3=C1C=CC(=C3)Cl)OC. Cell line: SNB-75. Synergy scores: CSS=30.6, Synergy_ZIP=-10.0, Synergy_Bliss=-3.64, Synergy_Loewe=-39.5, Synergy_HSA=-1.78. (3) Drug 1: COC1=CC(=CC(=C1O)OC)C2C3C(COC3=O)C(C4=CC5=C(C=C24)OCO5)OC6C(C(C7C(O6)COC(O7)C8=CC=CS8)O)O. Drug 2: C1=CC(=CC=C1C#N)C(C2=CC=C(C=C2)C#N)N3C=NC=N3. Cell line: LOX IMVI. Synergy scores: CSS=29.9, Synergy_ZIP=-1.94, Synergy_Bliss=-3.33, Synergy_Loewe=-20.3, Synergy_HSA=-1.02. (4) Drug 1: C(=O)(N)NO. Drug 2: C1C(C(OC1N2C=NC3=C2NC=NCC3O)CO)O. Cell line: OVCAR-4. Synergy scores: CSS=2.01, Synergy_ZIP=4.30, Synergy_Bliss=-1.61, Synergy_Loewe=-0.257, Synergy_HSA=-1.22. (5) Drug 1: C1=CC=C(C(=C1)C(C2=CC=C(C=C2)Cl)C(Cl)Cl)Cl. Drug 2: C1=NC2=C(N=C(N=C2N1C3C(C(C(O3)CO)O)F)Cl)N. Cell line: U251. Synergy scores: CSS=-3.94, Synergy_ZIP=8.82, Synergy_Bliss=10.1, Synergy_Loewe=3.96, Synergy_HSA=-2.07. (6) Drug 1: COC1=C(C=C2C(=C1)N=CN=C2NC3=CC(=C(C=C3)F)Cl)OCCCN4CCOCC4. Drug 2: CC(CN1CC(=O)NC(=O)C1)N2CC(=O)NC(=O)C2. Cell line: M14. Synergy scores: CSS=22.7, Synergy_ZIP=-3.95, Synergy_Bliss=1.91, Synergy_Loewe=-1.19, Synergy_HSA=2.96. (7) Drug 1: CC1=C(C=C(C=C1)C(=O)NC2=CC(=CC(=C2)C(F)(F)F)N3C=C(N=C3)C)NC4=NC=CC(=N4)C5=CN=CC=C5. Drug 2: CC(C)(C#N)C1=CC(=CC(=C1)CN2C=NC=N2)C(C)(C)C#N. Cell line: UACC-257. Synergy scores: CSS=1.95, Synergy_ZIP=-0.744, Synergy_Bliss=-0.332, Synergy_Loewe=0.486, Synergy_HSA=-1.79.